The task is: Regression. Given two drug SMILES strings and cell line genomic features, predict the synergy score measuring deviation from expected non-interaction effect.. This data is from NCI-60 drug combinations with 297,098 pairs across 59 cell lines. Drug 1: C1=CC(=CC=C1C#N)C(C2=CC=C(C=C2)C#N)N3C=NC=N3. Drug 2: C1CC(C1)(C(=O)O)C(=O)O.[NH2-].[NH2-].[Pt+2]. Cell line: LOX IMVI. Synergy scores: CSS=22.3, Synergy_ZIP=-6.03, Synergy_Bliss=-2.82, Synergy_Loewe=-0.238, Synergy_HSA=-0.122.